Dataset: Full USPTO retrosynthesis dataset with 1.9M reactions from patents (1976-2016). Task: Predict the reactants needed to synthesize the given product. (1) Given the product [F:1][C:2]1[C:3]([C:12]([N:26]2[CH2:25][CH2:24][N:23]([CH2:29][CH:30]([N:34]3[CH:38]=[C:37]([C:39]4[C:40]5[CH:47]=[CH:46][NH:45][C:41]=5[N:42]=[CH:43][N:44]=4)[CH:36]=[N:35]3)[CH2:31][C:32]#[N:33])[CH2:28][CH2:27]2)=[O:14])=[N:4][CH:5]=[C:6]([C:8]([F:9])([F:10])[F:11])[CH:7]=1, predict the reactants needed to synthesize it. The reactants are: [F:1][C:2]1[C:3]([C:12]([OH:14])=O)=[N:4][CH:5]=[C:6]([C:8]([F:11])([F:10])[F:9])[CH:7]=1.C(N(CC)CC)C.Cl.[N:23]1([CH2:29][CH:30]([N:34]2[CH:38]=[C:37]([C:39]3[C:40]4[CH:47]=[CH:46][N:45](COCC[Si](C)(C)C)[C:41]=4[N:42]=[CH:43][N:44]=3)[CH:36]=[N:35]2)[CH2:31][C:32]#[N:33])[CH2:28][CH2:27][NH:26][CH2:25][CH2:24]1. (2) Given the product [CH3:1][O:2][CH:3]1[CH2:4][N:5]([C:7]2[N:8]=[CH:9][C:10]([CH:13]3[CH2:14][CH2:15][NH:16][CH2:17][CH2:18]3)=[CH:11][N:12]=2)[CH2:6]1, predict the reactants needed to synthesize it. The reactants are: [CH3:1][O:2][CH:3]1[CH2:6][N:5]([C:7]2[N:12]=[CH:11][C:10]([C:13]3[CH2:14][CH2:15][N:16](C(OC(C)(C)C)=O)[CH2:17][CH:18]=3)=[CH:9][N:8]=2)[CH2:4]1.Cl.O1CCOCC1. (3) Given the product [NH2:7][C@@H:8]1[CH2:13][CH2:12][C@H:11]([N:14]2[C:19](=[O:20])[C:18]3[CH:21]=[C:22]([F:25])[CH:23]=[N:24][C:17]=3[N:16]([C:26]3[CH:27]=[C:28]([C:32]4[CH:33]=[CH:34][C:35]([CH3:38])=[CH:36][CH:37]=4)[CH:29]=[CH:30][CH:31]=3)[C:15]2=[O:39])[CH2:10][CH2:9]1, predict the reactants needed to synthesize it. The reactants are: C(OC(=O)[NH:7][C@H:8]1[CH2:13][CH2:12][C@@H:11]([N:14]2[C:19](=[O:20])[C:18]3[CH:21]=[C:22]([F:25])[CH:23]=[N:24][C:17]=3[N:16]([C:26]3[CH:27]=[C:28]([C:32]4[CH:37]=[CH:36][C:35]([CH3:38])=[CH:34][CH:33]=4)[CH:29]=[CH:30][CH:31]=3)[C:15]2=[O:39])[CH2:10][CH2:9]1)(C)(C)C.O1CCOCC1. (4) Given the product [CH2:35]([O:34][C:18]1[CH:19]=[C:20]([O:26][CH2:27][C:28]2[CH:29]=[CH:30][CH:31]=[CH:32][CH:33]=2)[C:21]([CH:23]([CH3:24])[CH3:25])=[CH:22][C:17]=1[C:16]1[O:15][N:14]=[C:13]([C:42]([NH:43][CH2:44][CH3:45])=[O:46])[C:12]=1[C:10]1[O:9][N:8]=[C:7]([CH2:6][N:51]2[CH2:52][CH2:53][N:48]([CH3:47])[CH2:49][CH2:50]2)[CH:11]=1)[C:36]1[CH:41]=[CH:40][CH:39]=[CH:38][CH:37]=1, predict the reactants needed to synthesize it. The reactants are: CS(O[CH2:6][C:7]1[CH:11]=[C:10]([C:12]2[C:13]([C:42](=[O:46])[NH:43][CH2:44][CH3:45])=[N:14][O:15][C:16]=2[C:17]2[CH:22]=[C:21]([CH:23]([CH3:25])[CH3:24])[C:20]([O:26][CH2:27][C:28]3[CH:33]=[CH:32][CH:31]=[CH:30][CH:29]=3)=[CH:19][C:18]=2[O:34][CH2:35][C:36]2[CH:41]=[CH:40][CH:39]=[CH:38][CH:37]=2)[O:9][N:8]=1)(=O)=O.[CH3:47][N:48]1[CH2:53][CH2:52][NH:51][CH2:50][CH2:49]1. (5) Given the product [Cl:39][C:1]1[N:2]=[C:14]([CH2:15][CH2:16][CH3:17])[NH:13][C:3]=1[CH2:4][O:5][CH2:6][C:7]1[CH:12]=[CH:11][CH:10]=[CH:9][CH:8]=1, predict the reactants needed to synthesize it. The reactants are: [C:1]([CH:3]([NH:13][C:14](=O)[CH2:15][CH2:16][CH3:17])[CH2:4][O:5][CH2:6][C:7]1[CH:12]=[CH:11][CH:10]=[CH:9][CH:8]=1)#[N:2].C1(P(C2C=CC=CC=2)C2C=CC=CC=2)C=CC=CC=1.C(Cl)(Cl)(Cl)[Cl:39]. (6) The reactants are: [CH:1]1([C:4]2[N:8]=[C:7]([C:9]3[C:17]4[CH2:16][CH2:15][O:14][CH2:13][C:12]=4[S:11][C:10]=3[NH:18]C(C3CCCC=3C(O)=O)=O)[O:6][N:5]=2)[CH2:3][CH2:2]1.[CH3:29][O:30][C:31]([C:33]1[CH:38]=[CH:37][N:36]=[CH:35][C:34]=1[C:39]([OH:41])=O)=[O:32].CCN(C(C)C)C(C)C.CCCP(=O)=O. Given the product [CH3:29][O:30][C:31](=[O:32])[C:33]1[CH:38]=[CH:37][N:36]=[CH:35][C:34]=1[C:39](=[O:41])[NH:18][C:10]1[S:11][C:12]2[CH2:13][O:14][CH2:15][CH2:16][C:17]=2[C:9]=1[C:7]1[O:6][N:5]=[C:4]([CH:1]2[CH2:3][CH2:2]2)[N:8]=1, predict the reactants needed to synthesize it. (7) Given the product [CH2:17]([N:16]1[C:15]2[CH:25]=[CH:26][CH:27]=[CH:28][C:14]=2[N:13]=[C:12]1[CH2:8][CH2:9][C:10]#[C:11][C:2]1[CH:7]=[CH:6][CH:5]=[CH:4][N:3]=1)[CH2:18][C:19]1[CH:20]=[CH:21][CH:22]=[CH:23][CH:24]=1, predict the reactants needed to synthesize it. The reactants are: I[C:2]1[CH:7]=[CH:6][CH:5]=[CH:4][N:3]=1.[CH2:8]([C:12]1[N:16]([CH2:17][CH2:18][C:19]2[CH:24]=[CH:23][CH:22]=[CH:21][CH:20]=2)[C:15]2[CH:25]=[CH:26][CH:27]=[CH:28][C:14]=2[N:13]=1)[CH2:9][C:10]#[CH:11].